From a dataset of Peptide-MHC class I binding affinity with 185,985 pairs from IEDB/IMGT. Regression. Given a peptide amino acid sequence and an MHC pseudo amino acid sequence, predict their binding affinity value. This is MHC class I binding data. (1) The peptide sequence is TYSAGIVQI. The MHC is HLA-A02:01 with pseudo-sequence HLA-A02:01. The binding affinity (normalized) is 0. (2) The peptide sequence is NANAEEYHA. The MHC is HLA-A02:06 with pseudo-sequence HLA-A02:06. The binding affinity (normalized) is 0. (3) The peptide sequence is SQFGGGSQY. The MHC is HLA-B27:05 with pseudo-sequence HLA-B27:05. The binding affinity (normalized) is 0.243.